From a dataset of Aqueous solubility values for 9,982 compounds from the AqSolDB database. Regression/Classification. Given a drug SMILES string, predict its absorption, distribution, metabolism, or excretion properties. Task type varies by dataset: regression for continuous measurements (e.g., permeability, clearance, half-life) or binary classification for categorical outcomes (e.g., BBB penetration, CYP inhibition). For this dataset (solubility_aqsoldb), we predict Y. The compound is CCCCCC#CC(=O)OC. The Y is -3.01 log mol/L.